This data is from Full USPTO retrosynthesis dataset with 1.9M reactions from patents (1976-2016). The task is: Predict the reactants needed to synthesize the given product. The reactants are: [C:1]1(=O)[CH2:4][CH2:3][CH2:2]1.[C:6]([O:10][C:11]([CH3:14])([CH3:13])[CH3:12])(=[O:9])[NH:7][NH2:8].C(O)(=O)C.C([BH3-])#N.[Na+]. Given the product [C:11]([O:10][C:6]([NH:7][NH:8][CH:1]1[CH2:4][CH2:3][CH2:2]1)=[O:9])([CH3:14])([CH3:13])[CH3:12], predict the reactants needed to synthesize it.